This data is from Catalyst prediction with 721,799 reactions and 888 catalyst types from USPTO. The task is: Predict which catalyst facilitates the given reaction. (1) Reactant: [OH:1][C:2]1[CH:3]=[C:4]([CH:10]=[CH:11][C:12]=1[N+:13]([O-])=O)[C:5]([O:7][CH2:8][CH3:9])=[O:6]. Product: [C:4]1([C:5]2[O:1][C:2]3[CH:3]=[C:4]([C:5]([O:7][CH2:8][CH3:9])=[O:6])[CH:10]=[CH:11][C:12]=3[N:13]=2)[CH:10]=[CH:11][CH:12]=[CH:2][CH:3]=1. The catalyst class is: 78. (2) The catalyst class is: 12. Product: [F:1][C:2]1[CH:3]=[CH:4][C:5]([S:8]([CH:11]2[CH2:16][CH2:15][NH:14][CH2:13][CH2:12]2)(=[O:9])=[O:10])=[CH:6][CH:7]=1.[ClH:24]. Reactant: [F:1][C:2]1[CH:7]=[CH:6][C:5]([S:8]([CH:11]2[CH2:16][CH2:15][N:14](C(OC(C)(C)C)=O)[CH2:13][CH2:12]2)(=[O:10])=[O:9])=[CH:4][CH:3]=1.[ClH:24]. (3) Reactant: [NH2:1][C:2]1[N:10]=[CH:9][N:8]=[C:7]2[C:3]=1[N:4]=[CH:5][N:6]2[C@H:11]1[C@@H:15]2[O:16]C(C)(C)[O:18][C@@H:14]2[C@@H:13]([CH2:21][N:22]([CH:41]([CH3:43])[CH3:42])[C:23](=[O:40])[CH2:24][CH2:25][CH2:26][C:27]2[NH:31][C:30]3[CH:32]=[CH:33][C:34]([C:36]([CH3:39])([CH3:38])[CH3:37])=[CH:35][C:29]=3[N:28]=2)[O:12]1. Product: [NH2:1][C:2]1[N:10]=[CH:9][N:8]=[C:7]2[C:3]=1[N:4]=[CH:5][N:6]2[C@@H:11]1[O:12][C@H:13]([CH2:21][N:22]([CH:41]([CH3:42])[CH3:43])[C:23](=[O:40])[CH2:24][CH2:25][CH2:26][C:27]2[NH:31][C:30]3[CH:32]=[CH:33][C:34]([C:36]([CH3:38])([CH3:37])[CH3:39])=[CH:35][C:29]=3[N:28]=2)[C@@H:14]([OH:18])[C@H:15]1[OH:16]. The catalyst class is: 67. (4) The catalyst class is: 166. Reactant: [F:1][CH2:2][CH2:3][O:4][CH2:5][CH2:6][OH:7].[C:8]1([CH3:18])[CH:13]=[CH:12][C:11]([S:14](Cl)(=[O:16])=[O:15])=[CH:10][CH:9]=1. Product: [CH3:18][C:8]1[CH:13]=[CH:12][C:11]([S:14]([O:7][CH2:6][CH2:5][O:4][CH2:3][CH2:2][F:1])(=[O:16])=[O:15])=[CH:10][CH:9]=1. (5) Reactant: [Br:1][C:2]1[CH:3]=[N:4][C:5]([NH:13][CH2:14][CH3:15])=[C:6]([CH:12]=1)[C:7]([O:9]CC)=[O:8].[OH-].[K+]. Product: [Br:1][C:2]1[CH:3]=[N:4][C:5]([NH:13][CH2:14][CH3:15])=[C:6]([CH:12]=1)[C:7]([OH:9])=[O:8]. The catalyst class is: 24.